This data is from TCR-epitope binding with 47,182 pairs between 192 epitopes and 23,139 TCRs. The task is: Binary Classification. Given a T-cell receptor sequence (or CDR3 region) and an epitope sequence, predict whether binding occurs between them. (1) The epitope is SFHSLHLLF. The TCR CDR3 sequence is CASTATGTLTEAFF. Result: 1 (the TCR binds to the epitope). (2) The epitope is LPRRSGAAGA. The TCR CDR3 sequence is CASSTGQVRLQPQHF. Result: 0 (the TCR does not bind to the epitope). (3) Result: 0 (the TCR does not bind to the epitope). The TCR CDR3 sequence is CASSLRTAGYNEQFF. The epitope is IYSKHTPINL.